Dataset: Peptide-MHC class II binding affinity with 134,281 pairs from IEDB. Task: Regression. Given a peptide amino acid sequence and an MHC pseudo amino acid sequence, predict their binding affinity value. This is MHC class II binding data. (1) The peptide sequence is LRKVKRVVASLMRGLHHHHHH. The MHC is HLA-DQA10201-DQB10301 with pseudo-sequence HLA-DQA10201-DQB10301. The binding affinity (normalized) is 0. (2) The peptide sequence is MIVDTISDFRAAIAN. The MHC is DRB3_0202 with pseudo-sequence DRB3_0202. The binding affinity (normalized) is 0.270. (3) The peptide sequence is LQLHVDKAVSGLRSL. The MHC is DRB1_0101 with pseudo-sequence DRB1_0101. The binding affinity (normalized) is 0.514. (4) The peptide sequence is EVVDYLGIPASARPV. The MHC is HLA-DPA10201-DPB10501 with pseudo-sequence HLA-DPA10201-DPB10501. The binding affinity (normalized) is 0.119. (5) The peptide sequence is QVPLVQQQQYLGQQQP. The MHC is HLA-DPA10201-DPB10101 with pseudo-sequence HLA-DPA10201-DPB10101. The binding affinity (normalized) is 0.320. (6) The peptide sequence is WKSDMSKLLNLKSDL. The MHC is H-2-IAb with pseudo-sequence H-2-IAb. The binding affinity (normalized) is 0.0934.